Predict the reaction yield, written as a fraction of the theoretical maximum amount of product (1.0 means a 100% yield; for example, 0.34 means a 34% yield). From a dataset of Reaction yield outcomes from USPTO patents with 853,638 reactions. The reactants are [NH2:1][C:2]1[S:6][C:5]([Br:7])=[N:4][C:3]=1[C:8]([O:10][CH2:11][CH3:12])=[O:9].[F:13][C:14]1[CH:22]=[CH:21][C:17]([C:18](Cl)=[O:19])=[CH:16][CH:15]=1. The catalyst is CN(C1C=CN=CC=1)C.N1C=CC=CC=1. The product is [Br:7][C:5]1[S:6][C:2]([NH:1][C:18](=[O:19])[C:17]2[CH:21]=[CH:22][C:14]([F:13])=[CH:15][CH:16]=2)=[C:3]([C:8]([O:10][CH2:11][CH3:12])=[O:9])[N:4]=1. The yield is 0.930.